Dataset: Full USPTO retrosynthesis dataset with 1.9M reactions from patents (1976-2016). Task: Predict the reactants needed to synthesize the given product. (1) Given the product [Cl:21][C:22]1[CH:27]=[C:26]([CH3:28])[N:25]=[C:24]([NH:29][CH2:19][C:9]2[N:7]3[CH:8]=[C:3]([Cl:2])[CH:4]=[CH:5][C:6]3=[N:11][C:10]=2[C:12]2[CH:13]=[CH:14][C:15]([Cl:18])=[CH:16][CH:17]=2)[N:23]=1, predict the reactants needed to synthesize it. The reactants are: Cl.[Cl:2][C:3]1[CH:4]=[CH:5][C:6]2[N:7]([C:9]([CH2:19]Cl)=[C:10]([C:12]3[CH:17]=[CH:16][C:15]([Cl:18])=[CH:14][CH:13]=3)[N:11]=2)[CH:8]=1.[Cl:21][C:22]1[CH:27]=[C:26]([CH3:28])[N:25]=[C:24]([NH2:29])[N:23]=1. (2) Given the product [Cl:1][C:2]1[CH:7]=[CH:6][C:5]([O:8][C:28]2[CH:29]=[CH:24][CH:25]=[C:26]([S:30]([CH:33]([CH3:35])[CH3:34])(=[O:31])=[O:32])[CH:27]=2)=[CH:4][C:3]=1[C:9]1[N:13]2[CH:14]=[CH:15][CH:16]=[C:17]([C:18]#[N:19])[C:12]2=[N:11][C:10]=1[CH:20]([CH3:22])[CH3:21], predict the reactants needed to synthesize it. The reactants are: [Cl:1][C:2]1[CH:7]=[CH:6][C:5]([OH:8])=[CH:4][C:3]=1[C:9]1[N:13]2[CH:14]=[CH:15][CH:16]=[C:17]([C:18]#[N:19])[C:12]2=[N:11][C:10]=1[CH:20]([CH3:22])[CH3:21].Br[C:24]1[CH:29]=[CH:28][CH:27]=[C:26]([S:30]([CH:33]([CH3:35])[CH3:34])(=[O:32])=[O:31])[CH:25]=1. (3) The reactants are: Cl.[NH2:2][C@@:3]1([C:12]([OH:14])=[O:13])[C:11]2[C:6](=[CH:7][CH:8]=[CH:9][CH:10]=2)[CH2:5][CH2:4]1.O=S(Cl)Cl.[CH3:19]O. Given the product [NH2:2][C@@:3]1([C:12]([O:14][CH3:19])=[O:13])[C:11]2[C:6](=[CH:7][CH:8]=[CH:9][CH:10]=2)[CH2:5][CH2:4]1, predict the reactants needed to synthesize it. (4) Given the product [CH3:16][N:12]1[C:13]2[C:9](=[CH:8][C:7]([O:6][CH2:5][CH2:4][OH:3])=[CH:15][CH:14]=2)[C:10]([C:17]2[NH:25][C:20]3=[N:21][CH:22]=[CH:23][CH:24]=[C:19]3[CH:18]=2)=[CH:11]1, predict the reactants needed to synthesize it. The reactants are: C([O:3][C:4](=O)[CH2:5][O:6][C:7]1[CH:8]=[C:9]2[C:13](=[CH:14][CH:15]=1)[N:12]([CH3:16])[CH:11]=[C:10]2[C:17]1[N:25](S(C2C=CC(C)=CC=2)(=O)=O)[C:20]2=[N:21][CH:22]=[CH:23][CH:24]=[C:19]2[CH:18]=1)C.[H-].[Al+3].[Li+].[H-].[H-].[H-].O. (5) The reactants are: O.[NH2:2][NH2:3].[Cl:4][C:5]1[C:10]([C:11](=O)[CH:12]([CH3:14])[CH3:13])=[C:9](Cl)[CH:8]=[CH:7][N:6]=1. Given the product [Cl:4][C:5]1[C:10]2[C:11]([CH:12]([CH3:14])[CH3:13])=[N:2][NH:3][C:9]=2[CH:8]=[CH:7][N:6]=1, predict the reactants needed to synthesize it. (6) The reactants are: F[C:2]1[CH:9]=[C:8]([C:10]([F:13])([F:12])[F:11])[CH:7]=[CH:6][C:3]=1[C:4]#[N:5].[NH:14]1[CH2:19][CH2:18][CH2:17][CH2:16][CH2:15]1. Given the product [N:14]1([C:2]2[CH:9]=[C:8]([C:10]([F:13])([F:12])[F:11])[CH:7]=[CH:6][C:3]=2[C:4]#[N:5])[CH2:19][CH2:18][CH2:17][CH2:16][CH2:15]1, predict the reactants needed to synthesize it.